Dataset: Forward reaction prediction with 1.9M reactions from USPTO patents (1976-2016). Task: Predict the product of the given reaction. (1) Given the reactants [N:1]1([C:7]([C:9]2[CH:17]=[C:16]3[C:12]([C:13]4([CH2:33][CH2:32]4)[CH2:14][N:15]3[C:18]3[N:23]=[CH:22][C:21]([C:24]4[S:28][C:27]([C:29](=[O:31])[CH3:30])=[CH:26][CH:25]=4)=[CH:20][N:19]=3)=[CH:11][CH:10]=2)=[O:8])[CH2:6][CH2:5][O:4][CH2:3][CH2:2]1.[CH3:34]COCC, predict the reaction product. The product is: [OH:31][C:29]([C:27]1[S:28][C:24]([C:21]2[CH:20]=[N:19][C:18]([N:15]3[C:16]4[C:12](=[CH:11][CH:10]=[C:9]([C:7]([N:1]5[CH2:6][CH2:5][O:4][CH2:3][CH2:2]5)=[O:8])[CH:17]=4)[C:13]4([CH2:33][CH2:32]4)[CH2:14]3)=[N:23][CH:22]=2)=[CH:25][CH:26]=1)([CH3:34])[CH3:30]. (2) Given the reactants [CH2:1]([N:8]1[CH2:13][CH2:12][C:11]([CH2:15][NH:16][C:17](=[O:20])[CH2:18]Cl)([OH:14])[CH2:10][CH2:9]1)[C:2]1[CH:7]=[CH:6][CH:5]=[CH:4][CH:3]=1.CC(C)([O-])C.[K+], predict the reaction product. The product is: [CH2:1]([N:8]1[CH2:13][CH2:12][C:11]2([O:14][CH2:18][C:17](=[O:20])[NH:16][CH2:15]2)[CH2:10][CH2:9]1)[C:2]1[CH:7]=[CH:6][CH:5]=[CH:4][CH:3]=1. (3) Given the reactants [Br:1][C:2]1[CH:3]=[CH:4][C:5]2[N:6]([CH2:16][CH:17]([OH:21])[C:18](O)=[O:19])[C:7]3[C:12]([C:13]=2[CH:14]=1)=[CH:11][C:10]([Br:15])=[CH:9][CH:8]=3.S(Cl)(Cl)=O.[CH3:26][O:27][C:28]1[CH:33]=[CH:32][CH:31]=[C:30]([NH2:34])[CH:29]=1.CCN(CC)CC, predict the reaction product. The product is: [Br:15][C:10]1[CH:9]=[CH:8][C:7]2[N:6]([CH2:16][CH:17]([OH:21])[C:18]([NH:34][C:30]3[CH:31]=[CH:32][CH:33]=[C:28]([O:27][CH3:26])[CH:29]=3)=[O:19])[C:5]3[C:13]([C:12]=2[CH:11]=1)=[CH:14][C:2]([Br:1])=[CH:3][CH:4]=3. (4) Given the reactants [CH2:1]([O:8][C:9]([N:11]1[CH2:15][CH:14]=[CH:13][C@H:12]1[C:16]([OH:18])=[O:17])=[O:10])[C:2]1[CH:7]=[CH:6][CH:5]=[CH:4][CH:3]=1.C(=O)([O-])[O-].[Cs+].[Cs+].[CH2:25](Br)[C:26]1[CH:31]=[CH:30][CH:29]=[CH:28][CH:27]=1.[I-].[Na+], predict the reaction product. The product is: [CH2:1]([O:8][C:9]([N:11]1[CH2:15][CH:14]=[CH:13][C@H:12]1[C:16]([O:18][CH2:25][C:26]1[CH:31]=[CH:30][CH:29]=[CH:28][CH:27]=1)=[O:17])=[O:10])[C:2]1[CH:3]=[CH:4][CH:5]=[CH:6][CH:7]=1. (5) Given the reactants Br[C:2]1[N:6]([CH3:7])[C:5]2[CH:8]([C:21]3[CH:26]=[CH:25][C:24]([Cl:27])=[CH:23][CH:22]=3)[N:9]([C:12]3[CH:17]=[C:16](Cl)[C:15](=[O:19])[N:14]([CH3:20])[CH:13]=3)[C:10](=[O:11])[C:4]=2[N:3]=1.[NH:28]1[CH2:33][CH2:32][O:31][CH2:30][CH2:29]1.[F-].[Cs+].[CH3:36]S(C)=O, predict the reaction product. The product is: [Cl:27][C:24]1[CH:25]=[CH:26][C:21]([CH:8]2[C:5]3[N:6]([CH3:7])[C:2]([N:28]4[CH2:33][CH2:32][O:31][CH2:30][CH2:29]4)=[N:3][C:4]=3[C:10](=[O:11])[N:9]2[C:12]2[CH:17]=[C:16]([CH3:36])[C:15](=[O:19])[N:14]([CH3:20])[CH:13]=2)=[CH:22][CH:23]=1. (6) Given the reactants C1(CC(O[NH:11][CH2:12][CH2:13][CH2:14][C:15]([NH2:17])=O)=O)C=CC=CC=1.O=P(Cl)(Cl)Cl.[Cl-].[NH4+].[N-:25]=[N+:26]=[N-:27].[Na+], predict the reaction product. The product is: [NH:25]1[C:12]([CH2:13][CH2:14][CH2:15][NH2:17])=[N:11][N:27]=[N:26]1. (7) Given the reactants [Br:1][C:2]1[CH:11]=[C:10]2[C:5]([CH2:6][CH2:7][CH2:8][NH:9]2)=[CH:4][CH:3]=1.[C:12](OC(=O)C)(=[O:14])[CH3:13].N1C=CC=CC=1, predict the reaction product. The product is: [Br:1][C:2]1[CH:11]=[C:10]2[C:5]([CH2:6][CH2:7][CH2:8][N:9]2[C:12](=[O:14])[CH3:13])=[CH:4][CH:3]=1. (8) The product is: [CH:17]1([C:12]2[CH:11]=[C:10]([NH:9][CH2:8][C:7]3[C:6]([O:20][CH3:21])=[N:5][C:4]([O:22][CH3:23])=[N:3][C:2]=3[CH:24]=[CH2:25])[N:14]([CH2:15][CH3:16])[N:13]=2)[CH2:19][CH2:18]1. Given the reactants Cl[C:2]1[C:7]([CH2:8][NH:9][C:10]2[N:14]([CH2:15][CH3:16])[N:13]=[C:12]([CH:17]3[CH2:19][CH2:18]3)[CH:11]=2)=[C:6]([O:20][CH3:21])[N:5]=[C:4]([O:22][CH3:23])[N:3]=1.[CH3:24][C:25]1(C)C(C)(C)OB(C=C)O1.C(=O)([O-])[O-].[Na+].[Na+], predict the reaction product. (9) Given the reactants Br[C:2]1[CH:3]=[C:4]2[C:8](=[N:9][CH:10]=1)[NH:7][CH:6]=[CH:5]2.[C-:11]#[N:12].[Na+], predict the reaction product. The product is: [C:11]([C:2]1[CH:3]=[C:4]2[C:8](=[N:9][CH:10]=1)[NH:7][CH:6]=[CH:5]2)#[N:12].